Dataset: Forward reaction prediction with 1.9M reactions from USPTO patents (1976-2016). Task: Predict the product of the given reaction. (1) Given the reactants [CH:1]1([C:4]2[CH:5]=[CH:6][C:7]([C:15]([OH:17])=O)=[N:8][C:9]=2[O:10][CH2:11][CH:12]2[CH2:14][CH2:13]2)[CH2:3][CH2:2]1.[NH2:18][CH:19]([CH:24]1[CH2:28][CH2:27][O:26][CH2:25]1)[CH2:20][C:21]([NH2:23])=[O:22].CN(C(ON1N=NC2C=CC=CC1=2)=[N+](C)C)C.[B-](F)(F)(F)F.CCN(C(C)C)C(C)C, predict the reaction product. The product is: [NH2:23][C:21](=[O:22])[CH2:20][CH:19]([NH:18][C:15]([C:7]1[CH:6]=[CH:5][C:4]([CH:1]2[CH2:2][CH2:3]2)=[C:9]([O:10][CH2:11][CH:12]2[CH2:13][CH2:14]2)[N:8]=1)=[O:17])[CH:24]1[CH2:28][CH2:27][O:26][CH2:25]1. (2) Given the reactants [F:1][C:2]1[CH:3]=[CH:4][C:5]([O:11][CH3:12])=[C:6](B(O)O)[CH:7]=1.[CH2:13]([O:15][C:16]([C:18]1[CH:23]=[CH:22][CH:21]=[C:20]([C:24]2[CH2:28][CH2:27][CH2:26][C:25]=2Br)[N:19]=1)=[O:17])[CH3:14], predict the reaction product. The product is: [CH2:13]([O:15][C:16]([C:18]1[CH:23]=[CH:22][CH:21]=[C:20]([C:24]2[CH2:28][CH2:27][CH2:26][C:25]=2[C:6]2[CH:7]=[C:2]([F:1])[CH:3]=[CH:4][C:5]=2[O:11][CH3:12])[N:19]=1)=[O:17])[CH3:14]. (3) Given the reactants [Br:1][C:2]1[S:6][C:5]([C:7]([OH:9])=O)=[CH:4][CH:3]=1.[F:10][C:11]1[CH:16]=[CH:15][C:14]([CH2:17][CH2:18][NH:19][CH3:20])=[CH:13][CH:12]=1, predict the reaction product. The product is: [F:10][C:11]1[CH:12]=[CH:13][C:14]([CH2:17][CH2:18][N:19]([CH3:20])[C:7]([C:5]2[S:6][C:2]([Br:1])=[CH:3][CH:4]=2)=[O:9])=[CH:15][CH:16]=1. (4) Given the reactants [O:1]=[S:2]1(=[O:58])[CH2:7][CH2:6][CH:5]([CH2:8][CH2:9][NH:10][C@:11]23[CH2:54][CH2:53][C@@H:52]([C:55]([CH3:57])=[CH2:56])[C@@H:12]2[C@@H:13]2[C@@:26]([CH3:29])([CH2:27][CH2:28]3)[C@@:25]3([CH3:30])[C@@H:16]([C@:17]4([CH3:51])[C@@H:22]([CH2:23][CH2:24]3)[C:21]([CH3:32])([CH3:31])[C:20]([C:33]3[CH2:38][CH2:37][C@@:36]([CH2:49][F:50])([C:39]([O:41]CC5C=CC=CC=5)=[O:40])[CH2:35][CH:34]=3)=[CH:19][CH2:18]4)[CH2:15][CH2:14]2)[CH2:4][CH2:3]1.[OH-].[Na+], predict the reaction product. The product is: [O:58]=[S:2]1(=[O:1])[CH2:7][CH2:6][CH:5]([CH2:8][CH2:9][NH:10][C@:11]23[CH2:54][CH2:53][C@@H:52]([C:55]([CH3:57])=[CH2:56])[C@@H:12]2[C@@H:13]2[C@@:26]([CH3:29])([CH2:27][CH2:28]3)[C@@:25]3([CH3:30])[C@@H:16]([C@:17]4([CH3:51])[C@@H:22]([CH2:23][CH2:24]3)[C:21]([CH3:32])([CH3:31])[C:20]([C:33]3[CH2:38][CH2:37][C@@:36]([CH2:49][F:50])([C:39]([OH:41])=[O:40])[CH2:35][CH:34]=3)=[CH:19][CH2:18]4)[CH2:15][CH2:14]2)[CH2:4][CH2:3]1. (5) Given the reactants [F-].C([N+:6](CCCC)(CCCC)CCCC)CCC.[Si]([O:26][CH2:27][CH2:28][N:29]1[CH2:34][CH2:33][CH:32]([CH2:35][O:36][C:37]2[CH:46]=[C:45]3[C:40]([C:41]([NH:47][C:48]4[CH:52]=[C:51]([CH2:53][C:54]([NH:56][C:57]5[CH:62]=[CH:61][CH:60]=[C:59]([F:63])[C:58]=5[F:64])=[O:55])[NH:50][N:49]=4)=[N:42][CH:43]=[N:44]3)=[CH:39][CH:38]=2)[CH2:31][CH2:30]1)(C(C)(C)C)(C)C, predict the reaction product. The product is: [NH3:6].[CH3:27][OH:26].[F:64][C:58]1[C:59]([F:63])=[CH:60][CH:61]=[CH:62][C:57]=1[NH:56][C:54](=[O:55])[CH2:53][C:51]1[NH:50][N:49]=[C:48]([NH:47][C:41]2[C:40]3[C:45](=[CH:46][C:37]([O:36][CH2:35][CH:32]4[CH2:33][CH2:34][N:29]([CH2:28][CH2:27][OH:26])[CH2:30][CH2:31]4)=[CH:38][CH:39]=3)[N:44]=[CH:43][N:42]=2)[CH:52]=1. (6) Given the reactants Cl.[NH2:2][CH2:3][CH2:4][O:5][C:6]1[CH:15]=[C:14]2[C:9]([CH2:10][CH2:11][CH:12]([NH:25][C:26](=[O:30])[O:27][CH2:28][CH3:29])[CH:13]2[CH2:16][C:17]2[CH:22]=[CH:21][C:20]([Cl:23])=[C:19]([Cl:24])[CH:18]=2)=[CH:8][CH:7]=1.[C:31](Cl)(=[O:34])[CH2:32][CH3:33].Cl, predict the reaction product. The product is: [Cl:24][C:19]1[CH:18]=[C:17]([CH:22]=[CH:21][C:20]=1[Cl:23])[CH2:16][CH:13]1[C:14]2[C:9](=[CH:8][CH:7]=[C:6]([O:5][CH2:4][CH2:3][NH:2][C:31](=[O:34])[CH2:32][CH3:33])[CH:15]=2)[CH2:10][CH2:11][CH:12]1[NH:25][C:26](=[O:30])[O:27][CH2:28][CH3:29]. (7) Given the reactants [NH2:1][CH2:2][CH2:3][NH:4][C:5](=[O:7])[CH3:6].C(=O)([O-])[O-].[K+].[K+].Br[CH2:15][C:16]([O:18][CH2:19][C:20]1[CH:25]=[CH:24][CH:23]=[CH:22][CH:21]=1)=[O:17], predict the reaction product. The product is: [C:5]([NH:4][CH2:3][CH2:2][NH:1][CH2:15][C:16]([O:18][CH2:19][C:20]1[CH:25]=[CH:24][CH:23]=[CH:22][CH:21]=1)=[O:17])(=[O:7])[CH3:6].